From a dataset of NCI-60 drug combinations with 297,098 pairs across 59 cell lines. Regression. Given two drug SMILES strings and cell line genomic features, predict the synergy score measuring deviation from expected non-interaction effect. Drug 1: CC12CCC3C(C1CCC2=O)CC(=C)C4=CC(=O)C=CC34C. Drug 2: CC1CCCC2(C(O2)CC(NC(=O)CC(C(C(=O)C(C1O)C)(C)C)O)C(=CC3=CSC(=N3)C)C)C. Cell line: UACC62. Synergy scores: CSS=44.1, Synergy_ZIP=1.37, Synergy_Bliss=2.47, Synergy_Loewe=1.55, Synergy_HSA=2.77.